From a dataset of NCI-60 drug combinations with 297,098 pairs across 59 cell lines. Regression. Given two drug SMILES strings and cell line genomic features, predict the synergy score measuring deviation from expected non-interaction effect. (1) Drug 1: CC1C(C(=O)NC(C(=O)N2CCCC2C(=O)N(CC(=O)N(C(C(=O)O1)C(C)C)C)C)C(C)C)NC(=O)C3=C4C(=C(C=C3)C)OC5=C(C(=O)C(=C(C5=N4)C(=O)NC6C(OC(=O)C(N(C(=O)CN(C(=O)C7CCCN7C(=O)C(NC6=O)C(C)C)C)C)C(C)C)C)N)C. Drug 2: C#CCC(CC1=CN=C2C(=N1)C(=NC(=N2)N)N)C3=CC=C(C=C3)C(=O)NC(CCC(=O)O)C(=O)O. Cell line: TK-10. Synergy scores: CSS=61.0, Synergy_ZIP=-2.68, Synergy_Bliss=-4.61, Synergy_Loewe=-9.30, Synergy_HSA=-3.26. (2) Drug 1: C1=CN(C(=O)N=C1N)C2C(C(C(O2)CO)O)O.Cl. Drug 2: CCC1=C2CN3C(=CC4=C(C3=O)COC(=O)C4(CC)O)C2=NC5=C1C=C(C=C5)O. Cell line: CAKI-1. Synergy scores: CSS=49.8, Synergy_ZIP=-5.88, Synergy_Bliss=-5.88, Synergy_Loewe=-5.26, Synergy_HSA=-2.93. (3) Cell line: HCT-15. Synergy scores: CSS=20.9, Synergy_ZIP=2.55, Synergy_Bliss=6.01, Synergy_Loewe=4.40, Synergy_HSA=4.85. Drug 2: C1=NC(=NC(=O)N1C2C(C(C(O2)CO)O)O)N. Drug 1: CCC1=CC2CC(C3=C(CN(C2)C1)C4=CC=CC=C4N3)(C5=C(C=C6C(=C5)C78CCN9C7C(C=CC9)(C(C(C8N6C)(C(=O)OC)O)OC(=O)C)CC)OC)C(=O)OC.C(C(C(=O)O)O)(C(=O)O)O. (4) Drug 1: C1=CC(=CC=C1CC(C(=O)O)N)N(CCCl)CCCl.Cl. Drug 2: C1C(C(OC1N2C=NC3=C2NC=NCC3O)CO)O. Cell line: NCIH23. Synergy scores: CSS=16.3, Synergy_ZIP=-4.45, Synergy_Bliss=-1.47, Synergy_Loewe=-2.63, Synergy_HSA=-2.52. (5) Drug 1: CC1OCC2C(O1)C(C(C(O2)OC3C4COC(=O)C4C(C5=CC6=C(C=C35)OCO6)C7=CC(=C(C(=C7)OC)O)OC)O)O. Drug 2: CNC(=O)C1=NC=CC(=C1)OC2=CC=C(C=C2)NC(=O)NC3=CC(=C(C=C3)Cl)C(F)(F)F. Cell line: OVCAR-4. Synergy scores: CSS=5.37, Synergy_ZIP=-6.28, Synergy_Bliss=-0.591, Synergy_Loewe=-1.95, Synergy_HSA=-1.85. (6) Drug 1: CC12CCC3C(C1CCC2=O)CC(=C)C4=CC(=O)C=CC34C. Drug 2: C1CCC(CC1)NC(=O)N(CCCl)N=O. Cell line: OVCAR3. Synergy scores: CSS=42.4, Synergy_ZIP=4.83, Synergy_Bliss=6.79, Synergy_Loewe=-12.1, Synergy_HSA=5.90.